From a dataset of NCI-60 drug combinations with 297,098 pairs across 59 cell lines. Regression. Given two drug SMILES strings and cell line genomic features, predict the synergy score measuring deviation from expected non-interaction effect. Drug 1: C(=O)(N)NO. Drug 2: CC1C(C(CC(O1)OC2CC(CC3=C2C(=C4C(=C3O)C(=O)C5=CC=CC=C5C4=O)O)(C(=O)C)O)N)O. Cell line: SF-268. Synergy scores: CSS=31.6, Synergy_ZIP=-2.67, Synergy_Bliss=-2.36, Synergy_Loewe=-22.4, Synergy_HSA=-1.86.